This data is from Forward reaction prediction with 1.9M reactions from USPTO patents (1976-2016). The task is: Predict the product of the given reaction. (1) Given the reactants [Cl:1][C:2]1[CH:3]=[C:4]2[C:8](=[C:9]([N+:11]([O-:13])=[O:12])[CH:10]=1)[NH:7][C:6]([Si](C)(C)C)=[C:5]2[C:18]1[CH:23]=[CH:22][CH:21]=[CH:20][CH:19]=1.[F-].C([N+](CCCC)(CCCC)CCCC)CCC, predict the reaction product. The product is: [Cl:1][C:2]1[CH:3]=[C:4]2[C:8](=[C:9]([N+:11]([O-:13])=[O:12])[CH:10]=1)[NH:7][CH:6]=[C:5]2[C:18]1[CH:23]=[CH:22][CH:21]=[CH:20][CH:19]=1. (2) Given the reactants [NH2:1][C:2]1[N:7]=[CH:6][N:5]=[C:4]2[N:8]([C@@H:12]3[CH2:17][CH2:16][CH2:15][N:14]([C:18]([O:20][C:21]([CH3:24])([CH3:23])[CH3:22])=[O:19])[CH2:13]3)[N:9]=[C:10](I)[C:3]=12.[F:25][C:26]1[CH:47]=[CH:46][C:45]([F:48])=[CH:44][C:27]=1[O:28][C:29]1[CH:34]=[CH:33][C:32](B2OC(C)(C)C(C)(C)O2)=[CH:31][CH:30]=1.C(=O)([O-])[O-].[Na+].[Na+], predict the reaction product. The product is: [NH2:1][C:2]1[N:7]=[CH:6][N:5]=[C:4]2[N:8]([C@@H:12]3[CH2:17][CH2:16][CH2:15][N:14]([C:18]([O:20][C:21]([CH3:24])([CH3:23])[CH3:22])=[O:19])[CH2:13]3)[N:9]=[C:10]([C:32]3[CH:31]=[CH:30][C:29]([O:28][C:27]4[CH:44]=[C:45]([F:48])[CH:46]=[CH:47][C:26]=4[F:25])=[CH:34][CH:33]=3)[C:3]=12. (3) Given the reactants [CH3:1][C:2]1[CH:7]=[C:6]([C:8]2[CH:13]=[CH:12][C:11]([CH2:14][C:15]([NH:17][C:18]3[CH:23]=[CH:22][C:21]([N:24]4[CH2:29][CH2:28][NH:27][CH2:26][CH2:25]4)=[CH:20][N:19]=3)=[O:16])=[CH:10][CH:9]=2)[CH:5]=[CH:4][N:3]=1.CCN(C(C)C)C(C)C.Cl[C:40]([O:42][CH3:43])=[O:41], predict the reaction product. The product is: [CH3:1][C:2]1[CH:7]=[C:6]([C:8]2[CH:13]=[CH:12][C:11]([CH2:14][C:15]([NH:17][C:18]3[N:19]=[CH:20][C:21]([N:24]4[CH2:29][CH2:28][N:27]([C:40]([O:42][CH3:43])=[O:41])[CH2:26][CH2:25]4)=[CH:22][CH:23]=3)=[O:16])=[CH:10][CH:9]=2)[CH:5]=[CH:4][N:3]=1. (4) Given the reactants C(NC1N=C2C(N=C(OC)N2CCCC2CCOC2)=C(N)N=1)CCC.FC(F)(F)C(O)=O.[CH2:33]([O:37][C:38]1[NH:39][C:40]([NH2:49])=[C:41]2[C:45]([N:46]=1)=[N:44][C:43]([O:47][CH3:48])=[N:42]2)[CH2:34][CH2:35][CH3:36].Br[CH2:51][CH2:52][CH2:53][CH2:54][CH:55]1[CH2:60][CH2:59][O:58][CH2:57][CH2:56]1, predict the reaction product. The product is: [CH2:33]([O:37][C:38]1[N:46]=[C:45]2[C:41]([N:42]=[C:43]([O:47][CH3:48])[N:44]2[CH2:51][CH2:52][CH2:53][CH2:54][CH:55]2[CH2:60][CH2:59][O:58][CH2:57][CH2:56]2)=[C:40]([NH2:49])[N:39]=1)[CH2:34][CH2:35][CH3:36]. (5) Given the reactants [F:1][C:2]1[CH:3]=[C:4]2[C:8](=[CH:9][CH:10]=1)[NH:7][C:6](=[O:11])[C:5]2=O.[C:13]1([C:19](=O)[CH2:20][CH3:21])[CH:18]=[CH:17][CH:16]=[CH:15][CH:14]=1.CC[OH:25], predict the reaction product. The product is: [F:1][C:2]1[CH:3]=[C:4]2[C:8](=[CH:9][CH:10]=1)[N:7]=[C:19]([C:13]1[CH:18]=[CH:17][CH:16]=[CH:15][CH:14]=1)[C:20]([CH3:21])=[C:5]2[C:6]([OH:11])=[O:25].